Dataset: Full USPTO retrosynthesis dataset with 1.9M reactions from patents (1976-2016). Task: Predict the reactants needed to synthesize the given product. (1) Given the product [CH3:24][CH:23]([CH3:25])[CH2:22][CH2:21][N:20]([CH2:26][CH2:27][CH:28]([CH3:30])[CH3:29])[C:13]1[CH:14]=[C:15]([Cl:19])[CH:16]=[C:17]2[C:12]=1[NH:11][C:10]([C@@H:6]1[CH2:7][CH2:8][CH2:9][N:5]1[CH2:4][C:3]([OH:31])=[O:2])=[CH:18]2, predict the reactants needed to synthesize it. The reactants are: C[O:2][C:3](=[O:31])[CH2:4][N:5]1[CH2:9][CH2:8][CH2:7][C@H:6]1[C:10]1[NH:11][C:12]2[C:17]([CH:18]=1)=[CH:16][C:15]([Cl:19])=[CH:14][C:13]=2[N:20]([CH2:26][CH2:27][CH:28]([CH3:30])[CH3:29])[CH2:21][CH2:22][CH:23]([CH3:25])[CH3:24].C[O-].[Na+]. (2) Given the product [CH3:9][O:16][C:17](=[O:30])[CH:18]([NH:22][C:23]([O:25][C:26]([CH3:27])([CH3:28])[CH3:29])=[O:24])[CH2:19][C:20]#[CH:1], predict the reactants needed to synthesize it. The reactants are: [C:1](=O)([O-])[O-].[K+].[K+].CO.[CH2:9]([O:16][C:17](=[O:30])[CH:18]([NH:22][C:23]([O:25][C:26]([CH3:29])([CH3:28])[CH3:27])=[O:24])[CH2:19][CH:20]=O)C1C=CC=CC=1.COP(C(=[N+]=[N-])C(=O)C)(=O)OC. (3) Given the product [CH3:30][C:29]1[CH:28]=[C:27]([CH3:31])[NH:26][C:25](=[O:32])[C:24]=1[CH2:23][NH:22][C:13]([C:12]1[C:7]2[CH:6]=[N:5][N:4]([CH:2]([CH3:1])[CH3:3])[C:8]=2[N:9]=[C:10]([C:16]2[CH:21]=[CH:20][N:19]=[CH:18][CH:17]=2)[CH:11]=1)=[O:15], predict the reactants needed to synthesize it. The reactants are: [CH3:1][CH:2]([N:4]1[C:8]2[N:9]=[C:10]([C:16]3[CH:21]=[CH:20][N:19]=[CH:18][CH:17]=3)[CH:11]=[C:12]([C:13]([OH:15])=O)[C:7]=2[CH:6]=[N:5]1)[CH3:3].[NH2:22][CH2:23][C:24]1[C:25](=[O:32])[NH:26][C:27]([CH3:31])=[CH:28][C:29]=1[CH3:30].CN1CCOCC1.ON1C2N=CC=CC=2N=N1.C(Cl)CCl. (4) Given the product [C:41]([C:40]1[CH:39]=[C:10]([C:9](=[O:22])[C:6]2[CH:5]=[CH:4][C:3]([F:2])=[CH:8][CH:7]=2)[N:11]2[C:20]3[C:15](=[CH:16][CH:17]=[C:18]([CH3:21])[CH:19]=3)[CH:14]=[CH:13][C:12]=12)#[N:42], predict the reactants needed to synthesize it. The reactants are: [Br-].[F:2][C:3]1[CH:8]=[CH:7][C:6]([C:9](=[O:22])[CH2:10][N+:11]2[C:20]3[C:15](=[CH:16][CH:17]=[C:18]([CH3:21])[CH:19]=3)[CH:14]=[CH:13][CH:12]=2)=[CH:5][CH:4]=1.BrCC(C1C=CC(F)=CC=1)=O.CC1C=C2C([CH:39]=[CH:40][CH:41]=[N:42]2)=CC=1. (5) Given the product [CH2:1]([O:3][C:4]([C:6]1[C:7](=[O:26])[C:8]2[CH:13]=[N:12][C:11]([S:38]([CH3:28])(=[O:42])=[O:40])=[N:10][C:9]=2[N:16]([C:18]2[CH:19]=[CH:20][C:21]([CH2:24][CH3:25])=[CH:22][CH:23]=2)[CH:17]=1)=[O:5])[CH3:2], predict the reactants needed to synthesize it. The reactants are: [CH2:1]([O:3][C:4]([C:6]1[C:7](=[O:26])[C:8]2[CH:13]=[N:12][C:11](SC)=[N:10][C:9]=2[N:16]([C:18]2[CH:23]=[CH:22][C:21]([CH2:24][CH3:25])=[CH:20][CH:19]=2)[CH:17]=1)=[O:5])[CH3:2].Cl[C:28]1C=C(C=CC=1)C(OO)=O.[S:38]([O-:42])([O-])(=[O:40])=S.[Na+].[Na+].C(=O)(O)[O-].[Na+]. (6) The reactants are: COC[O:4][C:5]1[CH:6]=[C:7]([CH:25]=[C:26]([O:32]COC)[C:27]=1[C:28]([O:30][CH3:31])=[O:29])[CH:8]=[C:9]1[S:13][C:12](=[O:14])[N:11]([CH2:15][C:16]2[CH:21]=[CH:20][C:19]([Cl:22])=[CH:18][C:17]=2[Cl:23])[C:10]1=[O:24].Cl.C(OC(C)C)(C)C. Given the product [OH:32][C:26]1[CH:25]=[C:7]([CH:6]=[C:5]([OH:4])[C:27]=1[C:28]([O:30][CH3:31])=[O:29])[CH:8]=[C:9]1[S:13][C:12](=[O:14])[N:11]([CH2:15][C:16]2[CH:21]=[CH:20][C:19]([Cl:22])=[CH:18][C:17]=2[Cl:23])[C:10]1=[O:24], predict the reactants needed to synthesize it.